Dataset: Reaction yield outcomes from USPTO patents with 853,638 reactions. Task: Predict the reaction yield, written as a fraction of the theoretical maximum amount of product (1.0 means a 100% yield; for example, 0.34 means a 34% yield). (1) The reactants are [CH3:1][C:2]1[CH:7]=[CH:6][C:5]([S:8]([O:11][CH2:12][C@H:13]2[CH2:22][CH2:21][C:20]3[C:15](=[C:16](OS(C(F)(F)F)(=O)=O)[CH:17]=[CH:18][CH:19]=3)[O:14]2)(=[O:10])=[O:9])=[CH:4][CH:3]=1.[Cl:31][C:32]1[CH:37]=[CH:36][CH:35]=[CH:34][C:33]=1B(O)O.C(=O)([O-])[O-].[K+].[K+].[Cl-].[Li+]. The catalyst is O1CCOCC1.O.C1C=CC([P]([Pd]([P](C2C=CC=CC=2)(C2C=CC=CC=2)C2C=CC=CC=2)([P](C2C=CC=CC=2)(C2C=CC=CC=2)C2C=CC=CC=2)[P](C2C=CC=CC=2)(C2C=CC=CC=2)C2C=CC=CC=2)(C2C=CC=CC=2)C2C=CC=CC=2)=CC=1. The product is [CH3:1][C:2]1[CH:3]=[CH:4][C:5]([S:8]([O:11][CH2:12][C@H:13]2[CH2:22][CH2:21][C:20]3[C:15](=[C:16]([C:33]4[CH:34]=[CH:35][CH:36]=[CH:37][C:32]=4[Cl:31])[CH:17]=[CH:18][CH:19]=3)[O:14]2)(=[O:9])=[O:10])=[CH:6][CH:7]=1. The yield is 0.810. (2) The reactants are [F:1][C:2]1[CH:24]=[C:23]([F:25])[CH:22]=[CH:21][C:3]=1[O:4][CH2:5][C@@H:6]([OH:20])[C@@H:7]([NH:9]C(=O)OCC1C=CC=CC=1)[CH3:8].[ClH:26]. The catalyst is C(O)C.C(OCC)C.[Pd]. The product is [Cl-:26].[F:1][C:2]1[CH:24]=[C:23]([F:25])[CH:22]=[CH:21][C:3]=1[O:4][CH2:5][C@@H:6]([OH:20])[C@@H:7]([NH3+:9])[CH3:8]. The yield is 0.940. (3) The reactants are [NH2:1][C:2]1[N:7]=[C:6]([N:8]([CH3:15])[C:9]2[CH:14]=[CH:13][CH:12]=[CH:11][CH:10]=2)[N:5]=[C:4]([C:16]2[N:20]=[C:19]([CH:21]3[CH2:26][CH2:25][CH:24]([NH:27]C(=O)OC(C)(C)C)[CH2:23][CH2:22]3)[O:18][N:17]=2)[N:3]=1.Cl. No catalyst specified. The product is [NH2:27][CH:24]1[CH2:25][CH2:26][CH:21]([C:19]2[O:18][N:17]=[C:16]([C:4]3[N:5]=[C:6]([N:8]([CH3:15])[C:9]4[CH:14]=[CH:13][CH:12]=[CH:11][CH:10]=4)[N:7]=[C:2]([NH2:1])[N:3]=3)[N:20]=2)[CH2:22][CH2:23]1. The yield is 0.480. (4) The product is [CH2:13]([O:1][C:2]1[CH:6]=[C:5]([C:7]([O:9][CH3:10])=[O:8])[N:4]([CH3:11])[N:3]=1)[CH3:14]. The catalyst is CN(C)C=O. The reactants are [OH:1][C:2]1[CH:6]=[C:5]([C:7]([O:9][CH3:10])=[O:8])[N:4]([CH3:11])[N:3]=1.I[CH2:13][CH3:14].C(=O)([O-])[O-].[K+].[K+]. The yield is 0.940. (5) The reactants are [Cl:1][C:2]1[CH:3]=[C:4]([CH:8]=[C:9]([O:11][C:12]([F:15])([F:14])[F:13])[CH:10]=1)[C:5](O)=[O:6].B.C1COCC1. The catalyst is C1COCC1. The product is [Cl:1][C:2]1[CH:3]=[C:4]([CH:8]=[C:9]([O:11][C:12]([F:13])([F:14])[F:15])[CH:10]=1)[CH2:5][OH:6]. The yield is 1.00. (6) The reactants are [CH2:1]([C:5]1[N:6]=[C:7]([CH3:27])[NH:8][C:9](=[O:26])[C:10]=1[CH2:11][C:12]1[CH:17]=[CH:16][C:15]([C:18]2[C:19]([C:24]#[N:25])=[CH:20][CH:21]=[CH:22][CH:23]=2)=[CH:14][CH:13]=1)[CH2:2][CH2:3][CH3:4].N(C(N1CCCCC1)=O)=NC(N1CCCCC1)=O.C(P(CCCC)CCCC)CCC.[C:59]1([C:65]2[S:66][C:67]([CH2:70]O)=[CH:68][N:69]=2)[CH:64]=[CH:63][CH:62]=[CH:61][CH:60]=1. The catalyst is C(OCC)(=O)C.O1CCCC1. The product is [CH2:1]([C:5]1[N:6]=[C:7]([CH3:27])[N:8]([CH2:70][C:67]2[S:66][C:65]([C:59]3[CH:60]=[CH:61][CH:62]=[CH:63][CH:64]=3)=[N:69][CH:68]=2)[C:9](=[O:26])[C:10]=1[CH2:11][C:12]1[CH:17]=[CH:16][C:15]([C:18]2[C:19]([C:24]#[N:25])=[CH:20][CH:21]=[CH:22][CH:23]=2)=[CH:14][CH:13]=1)[CH2:2][CH2:3][CH3:4]. The yield is 0.630. (7) The reactants are [CH:1]([NH:4][C:5]1[N:10]=[C:9]([C:11]2[C:19]3[C:14](=[N:15][CH:16]=[C:17]([NH:20][C:21]4[CH:26]=[CH:25][CH:24]=[CH:23][CH:22]=4)[CH:18]=3)[N:13](S(C3C=CC(C)=CC=3)(=O)=O)[CH:12]=2)[C:8]([C:37]#[N:38])=[CH:7][N:6]=1)([CH3:3])[CH3:2].O.O[Li].O. The catalyst is C1COCC1. The product is [CH:1]([NH:4][C:5]1[N:10]=[C:9]([C:11]2[C:19]3[C:14](=[N:15][CH:16]=[C:17]([NH:20][C:21]4[CH:26]=[CH:25][CH:24]=[CH:23][CH:22]=4)[CH:18]=3)[NH:13][CH:12]=2)[C:8]([C:37]#[N:38])=[CH:7][N:6]=1)([CH3:3])[CH3:2]. The yield is 0.500.